This data is from Peptide-MHC class II binding affinity with 134,281 pairs from IEDB. The task is: Regression. Given a peptide amino acid sequence and an MHC pseudo amino acid sequence, predict their binding affinity value. This is MHC class II binding data. (1) The peptide sequence is TVLKQLVKSGVLAMS. The MHC is DRB1_1302 with pseudo-sequence DRB1_1302. The binding affinity (normalized) is 0.837. (2) The peptide sequence is FLAVAVVLGLATSPT. The MHC is DRB1_0401 with pseudo-sequence DRB1_0401. The binding affinity (normalized) is 0.637. (3) The peptide sequence is GGLVQPGGSLRLSCA. The MHC is DRB1_1501 with pseudo-sequence DRB1_1501. The binding affinity (normalized) is 0.785. (4) The peptide sequence is PQQPFPQQPQQPYPQ. The MHC is HLA-DQA10101-DQB10501 with pseudo-sequence HLA-DQA10101-DQB10501. The binding affinity (normalized) is 0.108. (5) The peptide sequence is MFFVKNPTDTGHGTVHHHHHH. The MHC is HLA-DQA10501-DQB10302 with pseudo-sequence HLA-DQA10501-DQB10302. The binding affinity (normalized) is 0.197. (6) The peptide sequence is QLQQFQKEDAALTIY. The MHC is DRB1_0301 with pseudo-sequence DRB1_0301. The binding affinity (normalized) is 0.0976. (7) The peptide sequence is ANVMAASLRKAGKSV. The MHC is DRB3_0301 with pseudo-sequence DRB3_0301. The binding affinity (normalized) is 0.446. (8) The peptide sequence is GGGGESFGIVVAWQV. The MHC is HLA-DPA10201-DPB10501 with pseudo-sequence HLA-DPA10201-DPB10501. The binding affinity (normalized) is 0.166.